This data is from Catalyst prediction with 721,799 reactions and 888 catalyst types from USPTO. The task is: Predict which catalyst facilitates the given reaction. (1) The catalyst class is: 5. Reactant: C([CH2:3][C:4]([O:9][C:10]1[CH:15]=[CH:14][C:13]([CH:16]=O)=[CH:12][CH:11]=1)([CH3:8])[C:5](O)=O)C.[NH2:18][C:19]1[CH:24]=[CH:23][CH:22]=[CH:21][C:20]=1[SH:25]. Product: [S:25]1[C:20]2[CH:21]=[CH:22][CH:23]=[CH:24][C:19]=2[N:18]=[C:16]1[C:13]1[CH:12]=[CH:11][C:10]([O:9][C:4]([CH3:3])([CH3:5])[CH3:8])=[CH:15][CH:14]=1. (2) Reactant: [C:1]([O:5][C:6]([NH:8][CH2:9][C@H:10]([NH:15][C:16]([C:18]1[CH:23]=[CH:22][C:21]([C:24]#[CH:25])=[CH:20][CH:19]=1)=[O:17])[C:11]([O:13][CH3:14])=[O:12])=[O:7])([CH3:4])([CH3:3])[CH3:2].[C:26]([O:30][C:31]([NH:33][CH2:34][C:35]([NH:37][C:38]1[CH:43]=[CH:42][C:41](I)=[CH:40][CH:39]=1)=[O:36])=[O:32])([CH3:29])([CH3:28])[CH3:27].CCN(CC)CC. Product: [C:1]([O:5][C:6]([NH:8][CH2:9][C@H:10]([NH:15][C:16]([C:18]1[CH:19]=[CH:20][C:21]([C:24]#[C:25][C:41]2[CH:42]=[CH:43][C:38]([NH:37][C:35](=[O:36])[CH2:34][NH:33][C:31]([O:30][C:26]([CH3:28])([CH3:27])[CH3:29])=[O:32])=[CH:39][CH:40]=2)=[CH:22][CH:23]=1)=[O:17])[C:11]([O:13][CH3:14])=[O:12])=[O:7])([CH3:4])([CH3:3])[CH3:2]. The catalyst class is: 778. (3) Reactant: [Cl:1][C:2]1[CH:7]=[C:6]([C:8](=[O:12])[N:9]([CH3:11])[CH3:10])[CH:5]=[CH:4][C:3]=1[N:13]([CH3:33])[C:14]([C:16]1[S:32][C:19]2[C:20]3[CH:28]=[CH:27][C:26]([C:29]([OH:31])=O)=[CH:25][C:21]=3[O:22][CH2:23][CH2:24][C:18]=2[CH:17]=1)=[O:15].[CH3:34][N:35]([CH3:39])[CH2:36][CH2:37][NH2:38].CN(C(ON1N=NC2C=CC=NC1=2)=[N+](C)C)C.F[P-](F)(F)(F)(F)F.CCN(C(C)C)C(C)C. Product: [Cl:1][C:2]1[CH:7]=[C:6]([C:8](=[O:12])[N:9]([CH3:11])[CH3:10])[CH:5]=[CH:4][C:3]=1[N:13]([CH3:33])[C:14]([C:16]1[S:32][C:19]2[C:20]3[CH:28]=[CH:27][C:26]([C:29]([NH:38][CH2:37][CH2:36][N:35]([CH3:39])[CH3:34])=[O:31])=[CH:25][C:21]=3[O:22][CH2:23][CH2:24][C:18]=2[CH:17]=1)=[O:15]. The catalyst class is: 1. (4) Reactant: Cl[C:2]1[N:7]=[C:6]([N:8]2[C:16]3[C:11](=[C:12]([O:17][CH2:18][CH2:19][CH2:20][S:21]([CH3:24])(=[O:23])=[O:22])[CH:13]=[CH:14][CH:15]=3)[CH:10]=[CH:9]2)[CH:5]=[CH:4][N:3]=1.Cl.[CH2:26]([O:28][C:29]([CH:31]1[CH2:36][CH2:35][CH:34]([NH2:37])[CH2:33][CH2:32]1)=[O:30])C.C([O-])([O-])=O.[K+].[K+].O. Product: [CH3:26][O:28][C:29]([CH:31]1[CH2:36][CH2:35][CH:34]([NH:37][C:2]2[N:7]=[C:6]([N:8]3[C:16]4[C:11](=[C:12]([O:17][CH2:18][CH2:19][CH2:20][S:21]([CH3:24])(=[O:23])=[O:22])[CH:13]=[CH:14][CH:15]=4)[CH:10]=[CH:9]3)[CH:5]=[CH:4][N:3]=2)[CH2:33][CH2:32]1)=[O:30]. The catalyst class is: 37. (5) Reactant: [NH2:1][C:2]1[C:7]([C:8]#[N:9])=[C:6]([CH:10]2[CH2:15][CH2:14][CH2:13][CH2:12][O:11]2)[C:5]([C:16]#[N:17])=[C:4]([O:18][CH3:19])[N:3]=1.[H-].[Na+].[CH3:22][O:23][CH2:24][C:25](Cl)=[O:26]. Product: [C:8]([C:7]1[C:2]([NH:1][C:25](=[O:26])[CH2:24][O:23][CH3:22])=[N:3][C:4]([O:18][CH3:19])=[C:5]([C:16]#[N:17])[C:6]=1[CH:10]1[CH2:15][CH2:14][CH2:13][CH2:12][O:11]1)#[N:9]. The catalyst class is: 1. (6) Reactant: C(OC([N:6]1[CH2:11][CH2:10][CH:9]([C:12]2[CH:17]=[CH:16][C:15]([C:18]([N:20]3[C:29]4[C:24](=[CH:25][CH:26]=[CH:27][CH:28]=4)[C@H:23]([N:30]([C:35]4[CH:40]=[CH:39][CH:38]=[CH:37][CH:36]=4)[C:31](=[O:34])[CH2:32][CH3:33])[CH2:22][C@@H:21]3[CH3:41])=[O:19])=[CH:14][CH:13]=2)[CH2:8][CH2:7]1)=O)C.I[Si](C)(C)C. Product: [CH3:41][C@H:21]1[CH2:22][C@@H:23]([N:30]([C:35]2[CH:40]=[CH:39][CH:38]=[CH:37][CH:36]=2)[C:31](=[O:34])[CH2:32][CH3:33])[C:24]2[C:29](=[CH:28][CH:27]=[CH:26][CH:25]=2)[N:20]1[C:18](=[O:19])[C:15]1[CH:14]=[CH:13][C:12]([CH:9]2[CH2:8][CH2:7][NH:6][CH2:11][CH2:10]2)=[CH:17][CH:16]=1. The catalyst class is: 10. (7) Reactant: [OH-].[Na+].[CH3:3][O:4][C:5](=[O:18])[C:6]1[CH:11]=[CH:10][C:9]([O:12]C(=O)C)=[CH:8][C:7]=1[O:16][CH3:17].Cl. Product: [CH3:3][O:4][C:5](=[O:18])[C:6]1[CH:11]=[CH:10][C:9]([OH:12])=[CH:8][C:7]=1[O:16][CH3:17]. The catalyst class is: 87.